This data is from Forward reaction prediction with 1.9M reactions from USPTO patents (1976-2016). The task is: Predict the product of the given reaction. (1) Given the reactants [O:1]1[CH2:6][CH2:5][N:4]([CH2:7][CH2:8][CH2:9][O:10][C:11]2[CH:12]=[C:13]3[C:18](=[CH:19][C:20]=2[O:21][CH3:22])[N:17]=[C:16]([CH3:23])[NH:15][C:14]3=O)[CH2:3][CH2:2]1.S(Cl)([Cl:27])=O.N, predict the reaction product. The product is: [O:1]1[CH2:6][CH2:5][N:4]([CH2:7][CH2:8][CH2:9][O:10][C:11]2[CH:12]=[C:13]3[C:18](=[CH:19][C:20]=2[O:21][CH3:22])[N:17]=[C:16]([CH3:23])[N:15]=[C:14]3[Cl:27])[CH2:3][CH2:2]1. (2) Given the reactants [CH:1]1([N:7]([CH:18]2[CH2:23][CH2:22][CH2:21][CH2:20][CH2:19]2)[C:8]([NH:10][C:11]2[S:12][CH:13]=[C:14]([CH2:16]Br)[N:15]=2)=[O:9])[CH2:6][CH2:5][CH2:4][CH2:3][CH2:2]1.[CH2:24]([O:26][C:27]([C:29]1[N:30]=[C:31]([SH:34])[NH:32][CH:33]=1)=[O:28])[CH3:25], predict the reaction product. The product is: [CH2:24]([O:26][C:27]([C:29]1[N:30]=[C:31]([S:34][CH2:16][C:14]2[N:15]=[C:11]([NH:10][C:8]([N:7]([CH:18]3[CH2:23][CH2:22][CH2:21][CH2:20][CH2:19]3)[CH:1]3[CH2:6][CH2:5][CH2:4][CH2:3][CH2:2]3)=[O:9])[S:12][CH:13]=2)[NH:32][CH:33]=1)=[O:28])[CH3:25]. (3) Given the reactants C[O:2][C:3]1[CH:22]=[CH:21][C:6]2[O:7][CH2:8][C:9]3[CH:20]=[CH:19][CH:18]=[CH:17][C:10]=3[CH:11]([CH2:12][CH2:13][CH2:14][NH:15][CH3:16])[C:5]=2[CH:4]=1.I, predict the reaction product. The product is: [OH:2][C:3]1[CH:22]=[CH:21][C:6]2[O:7][CH2:8][C:9]3[CH:20]=[CH:19][CH:18]=[CH:17][C:10]=3/[C:11](=[CH:12]/[CH2:13][CH2:14][NH:15][CH3:16])/[C:5]=2[CH:4]=1.